From a dataset of Catalyst prediction with 721,799 reactions and 888 catalyst types from USPTO. Predict which catalyst facilitates the given reaction. (1) Reactant: [CH3:1][O:2][C:3](=[O:19])[CH2:4][N:5]1[C:9]2[CH:10]=[C:11]([S:14](Cl)(=O)=O)[CH:12]=[CH:13][C:8]=2[O:7][C:6]1=[O:18].[Sn]. Product: [CH3:1][O:2][C:3](=[O:19])[CH2:4][N:5]1[C:9]2[CH:10]=[C:11]([SH:14])[CH:12]=[CH:13][C:8]=2[O:7][C:6]1=[O:18]. The catalyst class is: 6. (2) Reactant: [C:1]([O-:4])(=[O:3])[CH3:2].[K+].C(O)(=O)C.Cl[CH2:11][C:12]([C:14]1[CH:19]=[CH:18][CH:17]=[CH:16][CH:15]=1)=[O:13].[Cl-].[K+]. Product: [C:1]([O:4][CH2:11][C:12]([C:14]1[CH:19]=[CH:18][CH:17]=[CH:16][CH:15]=1)=[O:13])(=[O:3])[CH3:2]. The catalyst class is: 40. (3) Product: [C:1]([O:5][C:6]([N:8]1[CH2:13][CH2:12][N:11]([CH2:22][C:23]2[CH:28]=[CH:27][C:26]([N+:29]([O-:31])=[O:30])=[CH:25][CH:24]=2)[CH2:10][CH2:9]1)=[O:7])([CH3:4])([CH3:2])[CH3:3]. The catalyst class is: 23. Reactant: [C:1]([O:5][C:6]([N:8]1[CH2:13][CH2:12][NH:11][CH2:10][CH2:9]1)=[O:7])([CH3:4])([CH3:3])[CH3:2].C(N(CC)CC)C.Br[CH2:22][C:23]1[CH:28]=[CH:27][C:26]([N+:29]([O-:31])=[O:30])=[CH:25][CH:24]=1. (4) Reactant: C(N(CC)CC)C.[CH3:8][O:9][CH2:10][C:11](Cl)=[O:12].Cl.[CH3:15][NH:16][O:17][CH3:18]. Product: [CH3:18][O:17][N:16]([CH3:15])[C:11](=[O:12])[CH2:10][O:9][CH3:8]. The catalyst class is: 4. (5) Reactant: [Br:1][C:2]1[C:3](Cl)=[N:4][CH:5]=[C:6]([N+:8]([O-:10])=[O:9])[CH:7]=1.[CH3:12][N:13]([CH3:17])[CH2:14][CH2:15][OH:16].C(=O)([O-])[O-].[K+].[K+]. Product: [Br:1][C:2]1[C:3]([O:16][CH2:15][CH2:14][N:13]([CH3:17])[CH3:12])=[N:4][CH:5]=[C:6]([N+:8]([O-:10])=[O:9])[CH:7]=1. The catalyst class is: 39. (6) Reactant: [OH:1][CH:2]([C:4]1[CH:5]=[C:6]([N:10]2[C:14]([C:15]([NH:17][CH2:18][C:19]3[CH:24]=[CH:23][CH:22]=[CH:21][C:20]=3[O:25][CH3:26])=[O:16])=[CH:13][C:12]([C:27]([F:30])([F:29])[F:28])=[N:11]2)[CH:7]=[CH:8][CH:9]=1)[CH3:3].CC(OI1(OC(C)=O)(OC(C)=O)OC(=O)C2C=CC=CC1=2)=O. Product: [C:2]([C:4]1[CH:5]=[C:6]([N:10]2[C:14]([C:15]([NH:17][CH2:18][C:19]3[CH:24]=[CH:23][CH:22]=[CH:21][C:20]=3[O:25][CH3:26])=[O:16])=[CH:13][C:12]([C:27]([F:30])([F:28])[F:29])=[N:11]2)[CH:7]=[CH:8][CH:9]=1)(=[O:1])[CH3:3]. The catalyst class is: 2.